From a dataset of Reaction yield outcomes from USPTO patents with 853,638 reactions. Predict the reaction yield, written as a fraction of the theoretical maximum amount of product (1.0 means a 100% yield; for example, 0.34 means a 34% yield). The reactants are [Cl:1][C:2]1[CH:7]=[CH:6][C:5](/[CH:8]=[CH:9]/[C:10]([NH2:12])=[O:11])=[CH:4][C:3]=1[CH2:13][CH3:14]. The catalyst is CCO.[Ni]. The product is [Cl:1][C:2]1[CH:7]=[CH:6][C:5]([CH2:8][CH2:9][C:10]([NH2:12])=[O:11])=[CH:4][C:3]=1[CH2:13][CH3:14]. The yield is 0.921.